From a dataset of Forward reaction prediction with 1.9M reactions from USPTO patents (1976-2016). Predict the product of the given reaction. (1) Given the reactants [CH3:1][C:2]1([CH3:24])[CH2:7][C:6]([CH3:9])([CH3:8])[CH2:5][CH:4]([C:10]2[CH:15]=[CH:14][CH:13]=[CH:12][C:11]=2OS(C(F)(F)F)(=O)=O)[CH2:3]1.[C:25]([O:29][C:30]([N:32]1[CH2:37][CH:36]=[C:35](B2OC(C)(C)C(C)(C)O2)[CH2:34][CH2:33]1)=[O:31])([CH3:28])([CH3:27])[CH3:26].COCCOC.C(=O)([O-])[O-].[Na+].[Na+], predict the reaction product. The product is: [C:25]([O:29][C:30]([N:32]1[CH2:33][CH:34]=[C:35]([C:11]2[CH:12]=[CH:13][CH:14]=[CH:15][C:10]=2[CH:4]2[CH2:3][C:2]([CH3:1])([CH3:24])[CH2:7][C:6]([CH3:8])([CH3:9])[CH2:5]2)[CH2:36][CH2:37]1)=[O:31])([CH3:28])([CH3:26])[CH3:27]. (2) Given the reactants [Br:1][C:2]1[C:7]([O:8][CH3:9])=[CH:6][C:5]2[O:10][CH2:11][C:12]3[C:16]([C:17](O)=[O:18])=[N:15][N:14]([C:20]4[CH:24]=[CH:23][S:22][CH:21]=4)[C:13]=3[C:4]=2[CH:3]=1.[CH:25]1([C:29]([N:31]2[CH2:37][CH2:36][CH2:35][NH:34][CH2:33][CH2:32]2)=[O:30])[CH2:28][CH2:27][CH2:26]1.C(P1(=O)OP(CCC)(=O)OP(CCC)(=O)O1)CC, predict the reaction product. The product is: [Br:1][C:2]1[C:7]([O:8][CH3:9])=[CH:6][C:5]2[O:10][CH2:11][C:12]3[C:16]([C:17]([N:34]4[CH2:35][CH2:36][CH2:37][N:31]([C:29]([CH:25]5[CH2:28][CH2:27][CH2:26]5)=[O:30])[CH2:32][CH2:33]4)=[O:18])=[N:15][N:14]([C:20]4[CH:24]=[CH:23][S:22][CH:21]=4)[C:13]=3[C:4]=2[CH:3]=1. (3) Given the reactants [H-].[Na+].[N:3]1([CH2:8][CH2:9][CH2:10][CH2:11][C:12]2[CH:17]=[CH:16][C:15]([OH:18])=[CH:14][CH:13]=2)[CH:7]=[CH:6][N:5]=[N:4]1.Cl[CH2:20][C:21]1[N:22]=[C:23]([CH:26]=[CH:27][C:28]2[CH:33]=[CH:32][CH:31]=[C:30]([C:34]([F:37])([F:36])[F:35])[CH:29]=2)[O:24][CH:25]=1, predict the reaction product. The product is: [F:37][C:34]([F:35])([F:36])[C:30]1[CH:29]=[C:28](/[CH:27]=[CH:26]/[C:23]2[O:24][CH:25]=[C:21]([CH2:20][O:18][C:15]3[CH:14]=[CH:13][C:12]([CH2:11][CH2:10][CH2:9][CH2:8][N:3]4[CH:7]=[CH:6][N:5]=[N:4]4)=[CH:17][CH:16]=3)[N:22]=2)[CH:33]=[CH:32][CH:31]=1.